Dataset: Peptide-MHC class I binding affinity with 185,985 pairs from IEDB/IMGT. Task: Regression. Given a peptide amino acid sequence and an MHC pseudo amino acid sequence, predict their binding affinity value. This is MHC class I binding data. (1) The peptide sequence is DPNFWGQGM. The MHC is HLA-B35:01 with pseudo-sequence HLA-B35:01. The binding affinity (normalized) is 0.461. (2) The peptide sequence is FKVAFSKHYK. The MHC is HLA-A03:01 with pseudo-sequence HLA-A03:01. The binding affinity (normalized) is 0.479.